From a dataset of Drug-target binding data from BindingDB using Ki measurements. Regression. Given a target protein amino acid sequence and a drug SMILES string, predict the binding affinity score between them. We predict pKi (pKi = -log10(Ki in M); higher means stronger inhibition). Dataset: bindingdb_ki. (1) The compound is CC1(C)[C@H](C(=O)O)N2C(=O)C[C@H]2S1(=O)=O. The target protein sequence is MSLYRRLVLLSCLSWPLAGFSATALTNLVAEPFAKLEQDFGGSIGVYAMDTGSGATVSYRAEERFPLCSSFKGFLAAAVLARSQQQAGLLDTPIRYGKNALVPWSPISEKYLTTGMTVAELSAAAVQYSDNAAANLLLKELGGPAGLTAFMRSIGDTTFRLDRWELELNSAIPGDARDTSSPRAVTESLQKLTLGSALAAPQRQQFVDWLKGNTTGNHRIRAAVPADWAVGDKTGTCGVYGTANDYAVVWPTGRAPIVLAVYTRAPNKDDKHSEAVIAAAARLALEGLGVNGQ. The pKi is 3.8. (2) The drug is C/C(=C\C=C\[C@@H](C)C(=O)O)[C@H]1CN[C@H](C(=O)O)[C@H]1CC(=O)O. The target protein (Q01812) has sequence MPRVSAPLVLLPAWLLMVACSPHSLRIAAILDDPMECSRGERLSITLAKNRINRAPERLGKAKVEVDIFELLRDSEYETAETMCQILPKGVVAVLGPSSSPASSSIISNICGEKEVPHFKVAPEEFVRFQLQRFTTLNLHPSNTDISVAVAGILNFFNCTTACLICAKAECLLNLEKLLRQFLISKDTLSVRMLDDTRDPTPLLKEIRDDKTATIIIHANASMSHTILLKAAELGMVSAYYTYIFTNLEFSLQRMDSLVDDRVNILGFSIFNQSHAFFQEFSQSLNQSWQENCDHVPFTGPALSSALLFDAVYAVVTAVQELNRSQEIGVKPLSCGSAQIWQHGTSLMNYLRMVELEGLTGHIEFNSKGQRSNYALKILQFTRNGFRQIGQWHVAEGLSMDSRLYASNISDSLFNTTLVVTTILENPYLMLKGNHQDMEGNDRYEGFCVDMLKELAEILRFNYKIRLVGDGVYGVPEANGTWTGMVGELIARKADLAVAG.... The pKi is 7.4.